Task: Predict the product of the given reaction.. Dataset: Forward reaction prediction with 1.9M reactions from USPTO patents (1976-2016) (1) Given the reactants Cl[C:2]1[CH:7]=[C:6]([C:8]2[CH:13]=[CH:12][C:11]([O:14][CH3:15])=[CH:10][CH:9]=2)[CH:5]=[CH:4][N:3]=1.[CH3:16][Mg]Br, predict the reaction product. The product is: [CH3:15][O:14][C:11]1[CH:12]=[CH:13][C:8]([C:6]2[CH:5]=[CH:4][N:3]=[C:2]([CH3:16])[CH:7]=2)=[CH:9][CH:10]=1. (2) Given the reactants [NH2:1][C:2]1[C:7]2[C:8]([CH2:11][O:12][C:13]3[CH:18]=[CH:17][C:16]([Br:19])=[CH:15][CH:14]=3)=[CH:9][S:10][C:6]=2[C:5]([C:20]([OH:22])=O)=[CH:4][N:3]=1.[NH2:23][CH:24]([CH2:26][CH2:27][CH2:28][N:29]([CH2:32][CH3:33])[CH2:30][CH3:31])[CH3:25].C1(P(N=[N+]=[N-])(C2C=CC=CC=2)=O)C=CC=CC=1.C(N(CC)CC)C, predict the reaction product. The product is: [CH2:32]([N:29]([CH2:30][CH3:31])[CH2:28][CH2:27][CH2:26][CH:24]([NH:23][C:20]([C:5]1[C:6]2[S:10][CH:9]=[C:8]([CH2:11][O:12][C:13]3[CH:18]=[CH:17][C:16]([Br:19])=[CH:15][CH:14]=3)[C:7]=2[C:2]([NH2:1])=[N:3][CH:4]=1)=[O:22])[CH3:25])[CH3:33]. (3) The product is: [CH:22]1([NH:21][C:16]2[CH:15]=[C:14]([C:5]3[CH:6]=[C:7]([CH3:8])[C:2]([F:1])=[CH:3][C:4]=3[CH3:12])[N:19]=[C:18]([NH2:20])[N:17]=2)[CH2:24][CH2:23]1. Given the reactants [F:1][C:2]1[C:7]([CH3:8])=[CH:6][C:5](B(O)O)=[C:4]([CH3:12])[CH:3]=1.Cl[C:14]1[N:19]=[C:18]([NH2:20])[N:17]=[C:16]([NH:21][CH:22]2[CH2:24][CH2:23]2)[CH:15]=1, predict the reaction product. (4) The product is: [C:1]([O:7][CH2:8][N:9]1[C:13]2[N:14]=[CH:15][N:16]=[C:17]([C:18]3[CH:19]=[N:20][N:21]([C@@H:23]([CH:28]4[CH2:32][CH2:31][CH2:30][CH2:29]4)[CH2:24][C:25]#[N:27])[CH:22]=3)[C:12]=2[CH:11]=[CH:10]1)(=[O:6])[C:2]([CH3:4])([CH3:5])[CH3:3]. Given the reactants [C:1]([O:7][CH2:8][N:9]1[C:13]2[N:14]=[CH:15][N:16]=[C:17]([C:18]3[CH:19]=[N:20][N:21]([C@@H:23]([CH:28]4[CH2:32][CH2:31][CH2:30][CH2:29]4)[CH2:24][C:25]([NH2:27])=O)[CH:22]=3)[C:12]=2[CH:11]=[CH:10]1)(=[O:6])[C:2]([CH3:5])([CH3:4])[CH3:3].CN(C)C=O.C(N(CC)CC)C.ClC(Cl)(Cl)C(Cl)=O, predict the reaction product. (5) The product is: [CH:32]1([CH2:29][N:26]2[CH2:27][CH2:28][N:23]([C:18]3[CH:19]=[C:20]4[C:15](=[CH:16][CH:17]=3)[N:14]=[CH:13][N:12]([C:3]3[CH:4]=[C:5]([CH:10]=[CH:11][C:2]=3[CH3:1])[C:6]([O:8][CH3:9])=[O:7])[C:21]4=[O:22])[CH2:24][CH2:25]2)[CH2:30][CH2:31]1. Given the reactants [CH3:1][C:2]1[CH:11]=[CH:10][C:5]([C:6]([O:8][CH3:9])=[O:7])=[CH:4][C:3]=1[N:12]1[C:21](=[O:22])[C:20]2[C:15](=[CH:16][CH:17]=[C:18]([N:23]3[CH2:28][CH2:27][NH:26][CH2:25][CH2:24]3)[CH:19]=2)[N:14]=[CH:13]1.[C:29]1(=O)[CH2:32][CH2:31][CH2:30]1.C(O[BH-](OC(=O)C)OC(=O)C)(=O)C.[Na+].O, predict the reaction product.